Predict the reaction yield, written as a fraction of the theoretical maximum amount of product (1.0 means a 100% yield; for example, 0.34 means a 34% yield). From a dataset of Reaction yield outcomes from USPTO patents with 853,638 reactions. (1) The reactants are C([O:3][C:4](=O)[C:5]([OH:23])([C:19]([F:22])([F:21])[F:20])[CH2:6][C:7]([C:10]1[CH:15]=[C:14]([F:16])[CH:13]=[CH:12][C:11]=1[O:17][CH3:18])([CH3:9])[CH3:8])C.[H-].[Al+3].[Li+].[H-].[H-].[H-]. The catalyst is C1COCC1. The product is [F:16][C:14]1[CH:13]=[CH:12][C:11]([O:17][CH3:18])=[C:10]([C:7]([CH3:9])([CH3:8])[CH2:6][C:5]([C:19]([F:21])([F:22])[F:20])([OH:23])[CH2:4][OH:3])[CH:15]=1. The yield is 0.920. (2) The yield is 0.860. The product is [Cl:1][C:2]1[CH:3]=[C:4]([CH3:9])[C:5]([O:8][CH2:11][CH:12]2[CH2:14][CH2:13]2)=[CH:6][N:7]=1. No catalyst specified. The reactants are [Cl:1][C:2]1[N:7]=[CH:6][C:5]([OH:8])=[C:4]([CH3:9])[CH:3]=1.Br[CH2:11][CH:12]1[CH2:14][CH2:13]1. (3) The reactants are [CH:1]1[C:14]2[S:13][C:12]3[CH:11]=[CH:10][CH:9]=[C:8]([C:15](O)=[O:16])[C:7]=3[O:6][C:5]=2[C:4]([C:18](O)=[O:19])=[CH:3][CH:2]=1. The catalyst is O1CCCC1. The product is [CH:1]1[C:14]2[S:13][C:12]3[C:7](=[C:8]([CH2:15][OH:16])[CH:9]=[CH:10][CH:11]=3)[O:6][C:5]=2[C:4]([CH2:18][OH:19])=[CH:3][CH:2]=1. The yield is 0.990.